This data is from Full USPTO retrosynthesis dataset with 1.9M reactions from patents (1976-2016). The task is: Predict the reactants needed to synthesize the given product. (1) The reactants are: [F:1][C:2]1[C:7]([F:8])=[CH:6][C:5]([N+:9]([O-])=O)=[CH:4][C:3]=1[C@:12]1([CH2:20][F:21])[C@H:18]2[C@H:16]([CH2:17]2)[S:15][C:14]([NH2:19])=[N:13]1. Given the product [NH2:9][C:5]1[CH:6]=[C:7]([F:8])[C:2]([F:1])=[C:3]([C@:12]2([CH2:20][F:21])[C@H:18]3[C@H:16]([CH2:17]3)[S:15][C:14]([NH2:19])=[N:13]2)[CH:4]=1, predict the reactants needed to synthesize it. (2) Given the product [CH2:25]([C@@H:10]1[CH2:9][C@H:8]([C:4]2[CH:5]=[CH:6][CH:7]=[C:2]([Cl:1])[CH:3]=2)[C@@H:13]([C:14]2[CH:15]=[CH:16][C:17]([Cl:20])=[CH:18][CH:19]=2)[NH:12][C:11]1=[O:21])[CH:24]=[CH2:23], predict the reactants needed to synthesize it. The reactants are: [Cl:1][C:2]1[CH:3]=[C:4]([C@@H:8]2[C@@H:13]([C:14]3[CH:19]=[CH:18][C:17]([Cl:20])=[CH:16][CH:15]=3)[NH:12][C:11](=[O:21])[CH2:10][CH2:9]2)[CH:5]=[CH:6][CH:7]=1.[Li][CH2:23][CH2:24][CH2:25]C.C(Br)C=C.